Dataset: Reaction yield outcomes from USPTO patents with 853,638 reactions. Task: Predict the reaction yield, written as a fraction of the theoretical maximum amount of product (1.0 means a 100% yield; for example, 0.34 means a 34% yield). (1) The reactants are [F:1][C:2]([F:7])([F:6])[C:3]([OH:5])=[O:4].[F:8][C:9]([F:14])([F:13])[C:10]([OH:12])=[O:11].[Cl:15][C:16]1[CH:17]=[N:18][C:19]2[NH:20][C:21]3C=C[CH:24]=[C:25]([CH:43]=3)[CH2:26][CH2:27][C:28]3[CH:36]=[C:32]([NH:33][C:34]=1[N:35]=2)[CH:31]=[CH:30][C:29]=3[N:37]1[CH2:42][CH2:41][NH:40][CH2:39]C1.[CH:44](N(CC)C(C)C)(C)C.CI. The catalyst is ClCCl. The product is [F:1][C:2]([F:7])([F:6])[C:3]([O-:5])=[O:4].[F:8][C:9]([F:14])([F:13])[C:10]([O-:12])=[O:11].[Cl:15][C:16]1[CH:17]=[N:18][C:19]2[NH:20][C:21]3[CH:43]=[CH:25][CH:24]=[C:3]([CH:2]=3)[CH2:26][CH2:27][C:28]3[CH:36]=[C:32]([NH:33][C:34]=1[N:35]=2)[CH:31]=[CH:30][C:29]=3[N:37]1[CH2:10][CH2:9][N+:40]([CH3:39])([CH3:44])[CH2:41][CH2:42]1.[Cl:15][C:16]1[CH:17]=[N:18][C:19]2[NH:20][C:21]3[CH:43]=[CH:25][CH:24]=[C:3]([CH:2]=3)[CH2:26][CH2:27][C:28]3[CH:36]=[C:32]([NH:33][C:34]=1[N:35]=2)[CH:31]=[CH:30][C:29]=3[N:37]1[CH2:10][CH2:9][N+:40]([CH3:39])([CH3:44])[CH2:41][CH2:42]1. The yield is 0.720. (2) The reactants are [NH2:1][C:2]1[CH:7]=[C:6]([CH3:8])[CH:5]=[C:4]([CH3:9])[N:3]=1.N1C=CC=CC=1.Cl[C:17](OC1C=CC=CC=1)=[O:18].[Cl:26][C:27]1[CH:33]=[C:32]([O:34][C:35]2[C:36]3[N:43]([CH3:44])[CH:42]=[CH:41][C:37]=3[N:38]=[CH:39][N:40]=2)[CH:31]=[CH:30][C:28]=1[NH2:29]. The catalyst is CN1CCCC1=O. The product is [Cl:26][C:27]1[CH:33]=[C:32]([O:34][C:35]2[C:36]3[N:43]([CH3:44])[CH:42]=[CH:41][C:37]=3[N:38]=[CH:39][N:40]=2)[CH:31]=[CH:30][C:28]=1[NH:29][C:17]([NH:1][C:2]1[CH:7]=[C:6]([CH3:8])[CH:5]=[C:4]([CH3:9])[N:3]=1)=[O:18]. The yield is 0.390.